From a dataset of Experimentally validated miRNA-target interactions with 360,000+ pairs, plus equal number of negative samples. Binary Classification. Given a miRNA mature sequence and a target amino acid sequence, predict their likelihood of interaction. The miRNA is hsa-miR-3178 with sequence GGGGCGCGGCCGGAUCG. The protein sequence of the target gene is MAEAVKPQRRAKAKASRTKTKEKKKYETPQREESSEVSLPKTSREQEIPSLACEFKGDHLKVVTDSQLQDDASGQNESEMFDVPLTSLTISNEESLTCNTEPPKEGGEARPCVGDSAVTPKVHPGDNVGTKVETPKNFTEVEENMSVQGGLSESAPQSNFSYTQPAMENIQVRETQNSKEDKQGLVCSSEVPQNVGLQSSCPAKHGFQTPRVKKLYPQLPAEIAGEAPALVAVKPLLRSERLYPELPSQLELVPFTKEQLKILEPGSWLENVESYLEEFDSMAHQDRHEFYELLLNYSRC.... Result: 1 (interaction).